From a dataset of hERG Central: cardiac toxicity at 1µM, 10µM, and general inhibition. Predict hERG channel inhibition at various concentrations. (1) The molecule is O=C(Nc1c(C(=O)N2CCC(N3CCCCC3)CC2)oc2ccccc12)c1c(F)cccc1F. Results: hERG_inhib (hERG inhibition (general)): blocker. (2) The drug is COc1ccc(-n2nc3c(N4CCC(C(=O)N5CCCCCC5)CC4)nnc(C)c3c2C)cc1. Results: hERG_inhib (hERG inhibition (general)): blocker.